Dataset: Forward reaction prediction with 1.9M reactions from USPTO patents (1976-2016). Task: Predict the product of the given reaction. (1) Given the reactants [F:1][C:2]1[CH:7]=[C:6]([F:8])[C:5]([F:9])=[CH:4][C:3]=1[C:10]1[CH:15]=[CH:14][C:13]([OH:16])=[CH:12][CH:11]=1.[CH2:17]([O:19][C:20]([C:22]1[N:23]=[C:24]([CH2:27]Br)[S:25][CH:26]=1)=[O:21])[CH3:18].C(=O)([O-])[O-].[K+].[K+].[I-].[K+], predict the reaction product. The product is: [CH2:17]([O:19][C:20]([C:22]1[N:23]=[C:24]([CH2:27][O:16][C:13]2[CH:12]=[CH:11][C:10]([C:3]3[CH:4]=[C:5]([F:9])[C:6]([F:8])=[CH:7][C:2]=3[F:1])=[CH:15][CH:14]=2)[S:25][CH:26]=1)=[O:21])[CH3:18]. (2) Given the reactants C([O:8][C:9]1[CH:14]=[CH:13][C:12]([C:15]2[CH:20]=[CH:19][C:18]([O:21][C:22]([F:25])([F:24])[F:23])=[CH:17][CH:16]=2)=[CH:11][CH:10]=1)C1C=CC=CC=1.[H][H], predict the reaction product. The product is: [OH:8][C:9]1[CH:14]=[CH:13][C:12]([C:15]2[CH:20]=[CH:19][C:18]([O:21][C:22]([F:23])([F:24])[F:25])=[CH:17][CH:16]=2)=[CH:11][CH:10]=1. (3) The product is: [Cl:17][CH2:18][C:19]1[N:11]2[N:10]=[C:9]([NH:8][C:4]3[CH:5]=[CH:6][CH:7]=[C:2]([Cl:1])[CH:3]=3)[CH:14]=[CH:13][C:12]2=[N:15][N:16]=1. Given the reactants [Cl:1][C:2]1[CH:3]=[C:4]([NH:8][C:9]2[N:10]=[N:11][C:12]([NH:15][NH2:16])=[CH:13][CH:14]=2)[CH:5]=[CH:6][CH:7]=1.[Cl:17][CH2:18][C:19](OC)(OC)OC, predict the reaction product. (4) Given the reactants [C:9](O[C:9]([O:11][C:12]([CH3:15])([CH3:14])[CH3:13])=[O:10])([O:11][C:12]([CH3:15])([CH3:14])[CH3:13])=[O:10].[S:16]1[CH:20]=[CH:19][CH:18]=[C:17]1[O:21][CH2:22][CH2:23][C:24]1[N:33]=[C:32]2[C:27]([CH2:28][CH2:29][CH2:30][NH:31]2)=[CH:26][CH:25]=1.C1COCC1, predict the reaction product. The product is: [S:16]1[CH:20]=[CH:19][CH:18]=[C:17]1[O:21][CH2:22][CH2:23][C:24]1[N:33]=[C:32]2[C:27]([CH2:28][CH2:29][CH2:30][N:31]2[C:9]([O:11][C:12]([CH3:13])([CH3:14])[CH3:15])=[O:10])=[CH:26][CH:25]=1. (5) The product is: [CH3:19][O:20][CH2:21][CH2:22][N:23]([CH3:24])[C:2]1[CH:7]=[C:6]([NH2:8])[C:5]([N+:9]([O-:11])=[O:10])=[CH:4][N:3]=1. Given the reactants Cl[C:2]1[CH:7]=[C:6]([NH2:8])[C:5]([N+:9]([O-:11])=[O:10])=[CH:4][N:3]=1.C(N(CC)CC)C.[CH3:19][O:20][CH2:21][CH2:22][NH:23][CH3:24], predict the reaction product. (6) The product is: [CH2:22]([O:21][C:20]1[C:11]([C:9]([OH:10])=[O:8])=[CH:12][C:13]2[C:18]([CH:19]=1)=[CH:17][CH:16]=[C:15]([O:29][CH2:30][C:31]1[CH:36]=[CH:35][CH:34]=[CH:33][CH:32]=1)[CH:14]=2)[C:23]1[CH:28]=[CH:27][CH:26]=[CH:25][CH:24]=1. Given the reactants C([O:8][C:9]([C:11]1[C:20]([O:21][CH2:22][C:23]2[CH:28]=[CH:27][CH:26]=[CH:25][CH:24]=2)=[CH:19][C:18]2[C:13](=[CH:14][C:15]([O:29][CH2:30][C:31]3[CH:36]=[CH:35][CH:34]=[CH:33][CH:32]=3)=[CH:16][CH:17]=2)[CH:12]=1)=[O:10])C1C=CC=CC=1.[OH-].[Na+], predict the reaction product. (7) The product is: [Cl:22][C:19]1[CH:20]=[CH:21][C:16]([CH2:15][CH2:14][N:13]2[C:6]3[N:7]=[C:8]([C:11]#[N:12])[N:9]=[CH:10][C:5]=3[CH:4]=[C:3]2[CH2:2][O:36][C:35]2[CH:34]=[CH:33][C:26]([C:27]([NH:29][CH2:30][CH2:31][CH3:32])=[O:28])=[CH:25][C:24]=2[F:23])=[CH:17][CH:18]=1. Given the reactants Br[CH2:2][C:3]1[N:13]([CH2:14][CH2:15][C:16]2[CH:21]=[CH:20][C:19]([Cl:22])=[CH:18][CH:17]=2)[C:6]2[N:7]=[C:8]([C:11]#[N:12])[N:9]=[CH:10][C:5]=2[CH:4]=1.[F:23][C:24]1[CH:25]=[C:26]([CH:33]=[CH:34][C:35]=1[OH:36])[C:27]([NH:29][CH2:30][CH2:31][CH3:32])=[O:28].C(=O)([O-])[O-].[K+].[K+].CCCCCC, predict the reaction product.